From a dataset of Full USPTO retrosynthesis dataset with 1.9M reactions from patents (1976-2016). Predict the reactants needed to synthesize the given product. (1) Given the product [CH2:25]([N:3]([CH2:1][CH3:2])[C:4]([C:6]1[CH:24]=[CH:23][C:9]([CH2:10][C:11]2[CH:22]=[CH:21][CH:20]=[CH:19][C:12]=2[O:13][C:34](=[O:33])[CH3:35])=[CH:8][CH:7]=1)=[O:5])[CH3:26], predict the reactants needed to synthesize it. The reactants are: [CH2:1]([N:3]([CH2:25][CH3:26])[C:4]([C:6]1[CH:24]=[CH:23][C:9]([CH2:10][C:11]2[CH:22]=[CH:21][CH:20]=[CH:19][C:12]=2[O:13]CC(O)CO)=[CH:8][CH:7]=1)=[O:5])[CH3:2].I([O-])(=O)(=O)=O.[Na+].[O:33]1CCO[CH2:35][CH2:34]1. (2) Given the product [Cl:29][C:28]1[C:23]([O:1][C:2]2[CH:7]=[C:6]([O:8][CH2:9][CH2:10][CH2:11][O:12][CH3:13])[CH:5]=[CH:4][C:3]=2/[CH:14]=[C:15](\[O:20][CH3:21])/[C:16]([O:18][CH3:19])=[O:17])=[N:24][CH:25]=[C:26]([C:30]([F:32])([F:31])[F:33])[CH:27]=1, predict the reactants needed to synthesize it. The reactants are: [OH:1][C:2]1[CH:7]=[C:6]([O:8][CH2:9][CH2:10][CH2:11][O:12][CH3:13])[CH:5]=[CH:4][C:3]=1/[CH:14]=[C:15](\[O:20][CH3:21])/[C:16]([O:18][CH3:19])=[O:17].Cl[C:23]1[C:28]([Cl:29])=[CH:27][C:26]([C:30]([F:33])([F:32])[F:31])=[CH:25][N:24]=1.C(=O)([O-])[O-].[K+].[K+].O. (3) Given the product [N:14]1([CH2:13][CH:10]2[CH2:11][CH2:12][CH:9]2[N:7]2[CH:8]=[C:4]([NH:1][C:32](=[O:33])[C@@H:31]([NH:30][C:28](=[O:29])[CH2:27][C:22]3[CH:23]=[C:24]([F:26])[CH:25]=[C:20]([F:19])[CH:21]=3)[CH2:35][CH2:36][CH3:37])[N:5]=[CH:6]2)[CH2:18][CH2:17][CH2:16][CH2:15]1, predict the reactants needed to synthesize it. The reactants are: [N+:1]([C:4]1[N:5]=[CH:6][N:7]([CH:9]2[CH2:12][CH2:11][CH:10]2[CH2:13][N:14]2[CH2:18][CH2:17][CH2:16][CH2:15]2)[CH:8]=1)([O-])=O.[F:19][C:20]1[CH:21]=[C:22]([CH2:27][C:28]([NH:30][CH:31]([CH2:35][CH2:36][CH3:37])[C:32](O)=[O:33])=[O:29])[CH:23]=[C:24]([F:26])[CH:25]=1. (4) Given the product [Si:17]([O:24][CH2:25][C@@H:26]1[C@H:27]2[O:33][C:32]([CH3:35])([CH3:34])[O:31][C@H:28]2[C@H:29]([CH2:2][C:1]([O:4][C:5]([CH3:8])([CH3:7])[CH3:6])=[O:3])[NH:30]1)([C:20]([CH3:23])([CH3:21])[CH3:22])([CH3:18])[CH3:19], predict the reactants needed to synthesize it. The reactants are: [C:1]([O:4][C:5]([CH3:8])([CH3:7])[CH3:6])(=[O:3])[CH3:2].[Li+].CC([N-]C(C)C)C.[Si:17]([O:24][CH2:25][C@H:26]1[N:30]=[CH:29][C@@H:28]2[O:31][C:32]([CH3:35])([CH3:34])[O:33][C@H:27]12)([C:20]([CH3:23])([CH3:22])[CH3:21])([CH3:19])[CH3:18]. (5) Given the product [Cl:37][C:33]1[N:32]=[C:31]([NH:1][CH2:2][C:3]2[CH:4]=[CH:5][C:6]([NH:9][C:10](=[O:18])[C:11]3[CH:16]=[CH:15][C:14]([F:17])=[CH:13][CH:12]=3)=[CH:7][CH:8]=2)[C:30]2[C:35](=[CH:36][C:27]([CH3:26])=[CH:28][CH:29]=2)[N:34]=1, predict the reactants needed to synthesize it. The reactants are: [NH2:1][CH2:2][C:3]1[CH:8]=[CH:7][C:6]([NH:9][C:10](=[O:18])[C:11]2[CH:16]=[CH:15][C:14]([F:17])=[CH:13][CH:12]=2)=[CH:5][CH:4]=1.C(N(CC)CC)C.[CH3:26][C:27]1[CH:36]=[C:35]2[C:30]([C:31](Cl)=[N:32][C:33]([Cl:37])=[N:34]2)=[CH:29][CH:28]=1.O. (6) The reactants are: [NH:1]1[CH2:6][CH2:5][CH:4]([N:7]2[CH:11]=[C:10]([C:12]3[CH:17]=[N:16][N:15]4[C:18]([C:21]5[CH:22]=[C:23]([NH:27][C:28]([NH:30][CH2:31][C:32]([F:35])([F:34])[F:33])=[O:29])[CH:24]=[CH:25][CH:26]=5)=[CH:19][N:20]=[C:14]4[CH:13]=3)[CH:9]=[N:8]2)[CH2:3][CH2:2]1.[CH2:36]([N:43]=[C:44]=[O:45])[C:37]1[CH:42]=[CH:41][CH:40]=[CH:39][CH:38]=1. Given the product [CH2:36]([NH:43][C:44]([N:1]1[CH2:6][CH2:5][CH:4]([N:7]2[CH:11]=[C:10]([C:12]3[CH:17]=[N:16][N:15]4[C:18]([C:21]5[CH:26]=[CH:25][CH:24]=[C:23]([NH:27][C:28]([NH:30][CH2:31][C:32]([F:33])([F:35])[F:34])=[O:29])[CH:22]=5)=[CH:19][N:20]=[C:14]4[CH:13]=3)[CH:9]=[N:8]2)[CH2:3][CH2:2]1)=[O:45])[C:37]1[CH:42]=[CH:41][CH:40]=[CH:39][CH:38]=1, predict the reactants needed to synthesize it. (7) Given the product [Cl:22][C:23]1[CH:28]=[CH:27][CH:26]=[CH:25][C:24]=1[S:20][C:15]1[CH:16]=[CH:17][CH:18]=[CH:19][C:14]=1[C:11]1[CH2:12][CH2:13][NH:8][CH2:9][CH:10]=1, predict the reactants needed to synthesize it. The reactants are: C(OC([N:8]1[CH2:13][CH2:12][C:11](O)([C:14]2[CH:19]=[CH:18][CH:17]=[CH:16][C:15]=2[SH:20])[CH2:10][CH2:9]1)=O)(C)(C)C.[Cl:22][C:23]1[CH:28]=[CH:27][CH:26]=[CH:25][C:24]=1I.CC(C)([O-])C.[K+]. (8) Given the product [C:1]([CH2:3][CH:4]([N:23]1[CH:27]=[C:26]([C:28]2[C:29]3[CH:36]=[CH:35][NH:34][C:30]=3[N:31]=[CH:32][N:33]=2)[CH:25]=[N:24]1)[CH2:5][N:6]1[CH2:7][CH2:8][CH:9]([O:12][C:13]2[CH:14]=[C:15]([CH:19]=[C:20]([F:22])[CH:21]=2)[C:16]([NH:47][CH2:45][CH3:46])=[O:17])[CH2:10][CH2:11]1)#[N:2], predict the reactants needed to synthesize it. The reactants are: [C:1]([CH2:3][CH:4]([N:23]1[CH:27]=[C:26]([C:28]2[C:29]3[CH:36]=[CH:35][N:34](COCC[Si](C)(C)C)[C:30]=3[N:31]=[CH:32][N:33]=2)[CH:25]=[N:24]1)[CH2:5][N:6]1[CH2:11][CH2:10][CH:9]([O:12][C:13]2[CH:14]=[C:15]([CH:19]=[C:20]([F:22])[CH:21]=2)[C:16](O)=[O:17])[CH2:8][CH2:7]1)#[N:2].[CH2:45]([NH2:47])[CH3:46].C1COCC1.C(N(CC)CC)C.F[P-](F)(F)(F)(F)F.N1(O[P+](N(C)C)(N(C)C)N(C)C)C2C=CC=CC=2N=N1. (9) Given the product [Br:1][C:2]1[CH:7]=[CH:6][C:5](/[CH:8]=[CH:9]\[CH:15]([S:16][CH:15](/[CH:9]=[CH:8]\[C:5]2[CH:6]=[CH:7][C:2]([Br:1])=[CH:3][CH:4]=2)[C:14]2[CH:17]=[CH:18][C:11]([Cl:10])=[CH:12][CH:13]=2)[C:14]2[CH:17]=[CH:18][C:11]([Cl:10])=[CH:12][CH:13]=2)=[CH:4][CH:3]=1, predict the reactants needed to synthesize it. The reactants are: [Br:1][C:2]1[CH:7]=[CH:6][C:5]([C:8]#[CH:9])=[CH:4][CH:3]=1.[Cl:10][C:11]1[CH:18]=[CH:17][C:14]([CH2:15][SH:16])=[CH:13][CH:12]=1.[Na].